Dataset: Catalyst prediction with 721,799 reactions and 888 catalyst types from USPTO. Task: Predict which catalyst facilitates the given reaction. (1) Product: [OH:1][C:2]1[CH:3]=[C:4]([CH2:8][C:9]([NH:11][NH:12][C:13](=[O:25])[C:14]2[C:19]([OH:20])=[CH:18][C:17]([OH:22])=[CH:16][C:15]=2[Cl:24])=[O:10])[CH:5]=[CH:6][CH:7]=1. The catalyst class is: 4. Reactant: [OH:1][C:2]1[CH:3]=[C:4]([CH2:8][C:9]([NH:11][NH:12][C:13](=[O:25])[C:14]2[C:19]([O:20]C)=[CH:18][C:17]([O:22]C)=[CH:16][C:15]=2[Cl:24])=[O:10])[CH:5]=[CH:6][CH:7]=1.B(Br)(Br)Br. (2) Reactant: [NH:1]([C:5]1[CH:36]=[CH:35][CH:34]=[CH:33][C:6]=1[CH2:7][C:8]1[NH:16][C:15]2[C:14](=[O:17])[N:13]([CH2:18][CH2:19][CH3:20])[C:12](=[O:21])[N:11]([CH2:22][CH2:23][C:24]3[CH:29]=[CH:28][C:27]([N+:30]([O-])=O)=[CH:26][CH:25]=3)[C:10]=2[N:9]=1)[C:2]([CH3:4])=[O:3].O.NN.[H][H]. Product: [NH:1]([C:5]1[CH:36]=[CH:35][CH:34]=[CH:33][C:6]=1[CH2:7][C:8]1[NH:16][C:15]2[C:14](=[O:17])[N:13]([CH2:18][CH2:19][CH3:20])[C:12](=[O:21])[N:11]([CH2:22][CH2:23][C:24]3[CH:25]=[CH:26][C:27]([NH2:30])=[CH:28][CH:29]=3)[C:10]=2[N:9]=1)[C:2]([CH3:4])=[O:3]. The catalyst class is: 45. (3) Reactant: [Na+].[C:2]([C:4]1[CH:5]=[C:6]([C:14]2[O:18][N:17]=[C:16]([C:19]3[CH:35]=[CH:34][C:22]4[CH2:23][CH2:24][N:25]([CH2:28][CH2:29][CH2:30][C:31]([O-])=[O:32])[CH2:26][CH2:27][C:21]=4[CH:20]=3)[N:15]=2)[CH:7]=[CH:8][C:9]=1[O:10][CH:11]([CH3:13])[CH3:12])#[N:3].[CH2:36]([N:38](CC)CC)C.CN.C(Cl)CCl.C1C=CC2N(O)N=NC=2C=1.C(=O)([O-])O.[Na+]. Product: [C:2]([C:4]1[CH:5]=[C:6]([C:14]2[O:18][N:17]=[C:16]([C:19]3[CH:35]=[CH:34][C:22]4[CH2:23][CH2:24][N:25]([CH2:28][CH2:29][CH2:30][C:31]([NH:38][CH3:36])=[O:32])[CH2:26][CH2:27][C:21]=4[CH:20]=3)[N:15]=2)[CH:7]=[CH:8][C:9]=1[O:10][CH:11]([CH3:13])[CH3:12])#[N:3]. The catalyst class is: 3. (4) Reactant: C(=O)([O-])[O-].[Na+].[Na+].Br[C:8]1[CH:9]=[C:10]2[C:14](=[CH:15][CH:16]=1)[N:13]([CH:17]([CH3:19])[CH3:18])[CH:12]=[C:11]2[CH:20]=[O:21].[F:22][C:23]1[C:28]([F:29])=[C:27]([F:30])[CH:26]=[CH:25][C:24]=1B(O)O. Product: [CH3:18][CH:17]([N:13]1[C:14]2[C:10](=[CH:9][C:8]([C:26]3[CH:25]=[CH:24][C:23]([F:22])=[C:28]([F:29])[C:27]=3[F:30])=[CH:16][CH:15]=2)[C:11]([CH:20]=[O:21])=[CH:12]1)[CH3:19]. The catalyst class is: 151. (5) Reactant: C(OC([N:8]1[CH2:13][CH2:12][N:11]([CH2:14][C:15]2[NH:19][C:18]3[CH:20]=[C:21]([Cl:25])[CH:22]=[C:23]([Cl:24])[C:17]=3[N:16]=2)[C:10](=[O:26])[CH2:9]1)=O)(C)(C)C.[CH3:27][C:28]1([CH3:31])[CH2:30][O:29]1.C(=O)([O-])[O-].[K+].[K+]. Product: [Cl:24][C:23]1[C:17]2[N:16]=[C:15]([CH2:14][N:11]3[CH2:12][CH2:13][NH:8][CH2:9][C:10]3=[O:26])[N:19]([CH2:27][C:28]([OH:29])([CH3:31])[CH3:30])[C:18]=2[CH:20]=[C:21]([Cl:25])[CH:22]=1. The catalyst class is: 21. (6) Reactant: [CH3:1][N:2]([CH3:28])[CH2:3][CH2:4][N:5]1[C:9]2[CH:10]=[CH:11][C:12]([S:14]([C@@H:17]3[CH2:21][CH2:20][N:19]([CH3:22])[CH2:18]3)(=[O:16])=[O:15])=[CH:13][C:8]=2[N:7]=[C:6]1[CH2:23][C:24]([CH3:27])([CH3:26])[CH3:25].[ClH:29].C(OCC)(=O)C. Product: [ClH:29].[ClH:29].[CH3:1][N:2]([CH3:28])[CH2:3][CH2:4][N:5]1[C:9]2[CH:10]=[CH:11][C:12]([S:14]([C@@H:17]3[CH2:21][CH2:20][N:19]([CH3:22])[CH2:18]3)(=[O:15])=[O:16])=[CH:13][C:8]=2[N:7]=[C:6]1[CH2:23][C:24]([CH3:26])([CH3:25])[CH3:27]. The catalyst class is: 8. (7) Reactant: [Br:1][C:2]1[C:25]([OH:26])=[CH:24][C:5]2[C:6]([C:9]([C:11]3[CH:16]=[CH:15][C:14]([O:17][CH2:18][C:19]4[S:20][CH:21]=[CH:22][N:23]=4)=[CH:13][CH:12]=3)=[O:10])=[CH:7][O:8][C:4]=2[C:3]=1[Br:27].[N+]([O-])(O)=[O:29]. Product: [Br:1][C:2]1[C:25](=[O:26])[C:24](=[O:29])[C:5]2[C:6]([C:9](=[O:10])[C:11]3[CH:12]=[CH:13][C:14]([O:17][CH2:18][C:19]4[S:20][CH:21]=[CH:22][N:23]=4)=[CH:15][CH:16]=3)=[CH:7][O:8][C:4]=2[C:3]=1[Br:27]. The catalyst class is: 15.